Dataset: Full USPTO retrosynthesis dataset with 1.9M reactions from patents (1976-2016). Task: Predict the reactants needed to synthesize the given product. (1) Given the product [OH:1][C:2]1[C:3]([O:14][CH3:15])=[CH:4][C:5]2[CH:9]=[C:8]([C:10]([OH:12])=[O:11])[S:7][C:6]=2[C:13]=1[N+:16]([O-:18])=[O:17], predict the reactants needed to synthesize it. The reactants are: [OH:1][C:2]1[C:3]([O:14][CH3:15])=[CH:4][C:5]2[CH:9]=[C:8]([C:10]([OH:12])=[O:11])[S:7][C:6]=2[CH:13]=1.[N+:16]([O-])([OH:18])=[O:17]. (2) Given the product [Br:1][C:2]1[CH:3]=[C:4]2[C:9](=[CH:10][CH:11]=1)[C:8]([CH:18]([C:17]1[CH:25]=[CH:26][CH:27]=[CH:28][C:16]=1[O:15][CH3:14])[N:19]1[CH2:24][CH2:23][CH2:22][CH2:21][CH2:20]1)=[C:7]([OH:12])[CH:6]=[CH:5]2, predict the reactants needed to synthesize it. The reactants are: [Br:1][C:2]1[CH:3]=[C:4]2[C:9](=[CH:10][CH:11]=1)[CH:8]=[C:7]([OH:12])[CH:6]=[CH:5]2.[Cl-].[CH3:14][O:15][C:16]1[CH:28]=[CH:27][CH:26]=[CH:25][C:17]=1[CH:18]=[N+:19]1[CH2:24][CH2:23][CH2:22][CH2:21][CH2:20]1.